From a dataset of Catalyst prediction with 721,799 reactions and 888 catalyst types from USPTO. Predict which catalyst facilitates the given reaction. Reactant: CCCC[N+](CCCC)(CCCC)CCCC.[F-].[Si]([O:26][CH2:27][C@@H:28]([CH3:41])[CH2:29][N:30]1[C:39]2[C:34](=[CH:35][CH:36]=[CH:37][CH:38]=2)[CH:33]=[CH:32][C:31]1=[O:40])(C(C)(C)C)(C)C. Product: [OH:26][CH2:27][C@@H:28]([CH3:41])[CH2:29][N:30]1[C:39]2[C:34](=[CH:35][CH:36]=[CH:37][CH:38]=2)[CH:33]=[CH:32][C:31]1=[O:40]. The catalyst class is: 1.